The task is: Regression. Given two drug SMILES strings and cell line genomic features, predict the synergy score measuring deviation from expected non-interaction effect.. This data is from NCI-60 drug combinations with 297,098 pairs across 59 cell lines. Drug 1: CC1C(C(CC(O1)OC2CC(OC(C2O)C)OC3=CC4=CC5=C(C(=O)C(C(C5)C(C(=O)C(C(C)O)O)OC)OC6CC(C(C(O6)C)O)OC7CC(C(C(O7)C)O)OC8CC(C(C(O8)C)O)(C)O)C(=C4C(=C3C)O)O)O)O. Drug 2: COC1=NC(=NC2=C1N=CN2C3C(C(C(O3)CO)O)O)N. Cell line: BT-549. Synergy scores: CSS=24.6, Synergy_ZIP=0.0622, Synergy_Bliss=0.431, Synergy_Loewe=-52.1, Synergy_HSA=-1.13.